This data is from Catalyst prediction with 721,799 reactions and 888 catalyst types from USPTO. The task is: Predict which catalyst facilitates the given reaction. (1) Reactant: [O:1]=[C:2]1[CH2:10][C:9]2[C:4](=[CH:5][CH:6]=[CH:7][CH:8]=2)[N:3]1[CH2:11][C:12]([NH2:14])=[O:13].[N+:15]([O-])([OH:17])=[O:16].C(#N)C.CO. Product: [N+:15]([C:7]1[CH:8]=[C:9]2[C:4](=[CH:5][CH:6]=1)[N:3]([CH2:11][C:12]([NH2:14])=[O:13])[C:2](=[O:1])[CH2:10]2)([O-:17])=[O:16]. The catalyst class is: 67. (2) Reactant: [OH:1][C:2]1[CH:3]=[C:4]([C:8]([CH3:13])([CH3:12])[C:9](=[O:11])[CH3:10])[CH:5]=[CH:6][CH:7]=1.[CH:14](NC(C)C)(C)[CH3:15].C(I)C.C(=O)([O-])[O-].[K+].[K+]. Product: [CH2:14]([O:1][C:2]1[CH:3]=[C:4]([C:8]([CH3:13])([CH3:12])[C:9](=[O:11])[CH3:10])[CH:5]=[CH:6][CH:7]=1)[CH3:15]. The catalyst class is: 8. (3) Reactant: Br[CH2:2][CH2:3][C:4]1[CH:9]=[CH:8][CH:7]=[CH:6][CH:5]=1.[C:10](=[S:15])([O:12][CH2:13][CH3:14])[S-:11].[K+]. Product: [O:12]([CH2:13][CH3:14])[C:10]([S:15][CH:3]([C:4]1[CH:9]=[CH:8][CH:7]=[CH:6][CH:5]=1)[CH3:2])=[S:11]. The catalyst class is: 40. (4) Reactant: [CH2:1]([O:8][CH:9]([CH3:19])[C:10]([NH:12][C:13]([NH:15][C:16]([NH2:18])=[O:17])=[O:14])=O)[C:2]1[CH:7]=[CH:6][CH:5]=[CH:4][CH:3]=1.[OH-].[K+].C(O)(=O)C. Product: [CH2:1]([O:8][CH:9]([C:10]1[NH:12][C:13](=[O:14])[NH:15][C:16](=[O:17])[N:18]=1)[CH3:19])[C:2]1[CH:7]=[CH:6][CH:5]=[CH:4][CH:3]=1. The catalyst class is: 6. (5) Reactant: [CH:1]([C:3]1[CH:4]=[C:5]([CH2:9][N:10]2[CH2:15][CH2:14][N:13]([C:16]3[C:21]([C:22]([O:24][CH:25]([CH3:27])[CH3:26])=[O:23])=[CH:20][CH:19]=[CH:18][N:17]=3)[CH2:12][CH2:11]2)[CH:6]=[CH:7][CH:8]=1)=O.[Cl:28][C:29]1[CH:34]=[CH:33][CH:32]=[C:31]([F:35])[C:30]=1[CH2:36][NH:37][CH2:38][CH3:39].C(O)(=O)C.C(O[BH-](OC(=O)C)OC(=O)C)(=O)C.[Na+]. Product: [Cl:28][C:29]1[CH:34]=[CH:33][CH:32]=[C:31]([F:35])[C:30]=1[CH2:36][N:37]([CH2:1][C:3]1[CH:4]=[C:5]([CH2:9][N:10]2[CH2:11][CH2:12][N:13]([C:16]3[C:21]([C:22]([O:24][CH:25]([CH3:27])[CH3:26])=[O:23])=[CH:20][CH:19]=[CH:18][N:17]=3)[CH2:14][CH2:15]2)[CH:6]=[CH:7][CH:8]=1)[CH2:38][CH3:39]. The catalyst class is: 26. (6) Reactant: [C:1]([O:4][CH2:5][C:6]1[C:7]([N:21]2[CH2:32][CH2:31][C:30]3[C:29]4[CH2:28][C:27]([CH3:34])([CH3:33])[CH2:26][C:25]=4[S:24][C:23]=3[C:22]2=[O:35])=[N:8][CH:9]=[CH:10][C:11]=1B1OC(C)(C)C(C)(C)O1)(=[O:3])[CH3:2].Br[C:37]1[CH:38]=[C:39]([NH:45][C:46]2[N:47]=[N:48][N:49]([CH3:51])[CH:50]=2)[C:40](=[O:44])[N:41]([CH3:43])[CH:42]=1.C([O-])(=O)C.[K+].[O-]P([O-])([O-])=O.[K+].[K+].[K+]. Product: [C:1]([O:4][CH2:5][C:6]1[C:7]([N:21]2[CH2:32][CH2:31][C:30]3[C:29]4[CH2:28][C:27]([CH3:34])([CH3:33])[CH2:26][C:25]=4[S:24][C:23]=3[C:22]2=[O:35])=[N:8][CH:9]=[CH:10][C:11]=1[C:37]1[CH:38]=[C:39]([NH:45][C:46]2[N:47]=[N:48][N:49]([CH3:51])[CH:50]=2)[C:40](=[O:44])[N:41]([CH3:43])[CH:42]=1)(=[O:3])[CH3:2]. The catalyst class is: 543. (7) Reactant: [C:1]([O:5][C:6]([N:8]1[CH2:13][CH2:12][N:11]([C:14]2[CH:19]=[C:18]([C:20]3[CH:25]=[CH:24][C:23]([F:26])=[C:22]([Cl:27])[CH:21]=3)[N:17]=[C:16](Cl)[N:15]=2)[CH2:10][CH2:9]1)=[O:7])([CH3:4])([CH3:3])[CH3:2].[CH3:29][CH:30]1[CH2:34][CH2:33][CH2:32][NH:31]1.C([O-])([O-])=O.[K+].[K+]. Product: [C:1]([O:5][C:6]([N:8]1[CH2:13][CH2:12][N:11]([C:14]2[CH:19]=[C:18]([C:20]3[CH:25]=[CH:24][C:23]([F:26])=[C:22]([Cl:27])[CH:21]=3)[N:17]=[C:16]([N:31]3[CH2:32][CH2:33][CH2:34][CH:30]3[CH3:29])[N:15]=2)[CH2:10][CH2:9]1)=[O:7])([CH3:2])([CH3:3])[CH3:4]. The catalyst class is: 287.